Task: Predict the reactants needed to synthesize the given product.. Dataset: Full USPTO retrosynthesis dataset with 1.9M reactions from patents (1976-2016) (1) The reactants are: [Br:1][C:2]1[CH:3]=[C:4]([C:8]([NH:10][CH2:11][CH2:12]CO)=[O:9])[NH:5][C:6]=1[Br:7]. Given the product [Br:7][C:6]1[NH:5][C:4]([C:8]2[O:9][CH2:12][CH2:11][N:10]=2)=[CH:3][C:2]=1[Br:1], predict the reactants needed to synthesize it. (2) The reactants are: CO[C:3]([C:5]1C(=O)[N:9]([C:12]2[C:13](=[O:33])[O:14][C:15]3[C:20]([CH:21]=2)=[CH:19][C:18]([N:22]2[C:26](=[O:27])[C:25]([C:28](OC)=O)=[CH:24][C:23]2=O)=[CH:17][CH:16]=3)[C:7](=[O:8])[CH:6]=1)=O.[CH2:34]([SH:36])[CH3:35].C[S:38]([CH3:40])=O. Given the product [CH2:5]([CH:6]1[C:7](=[O:8])[N:9]([C:12]2[C:13](=[O:33])[O:14][C:15]3[C:20]([CH:21]=2)=[CH:19][C:18]([N:22]2[C:26](=[O:27])[CH:25]([CH2:24][CH3:23])[CH2:28][C:40]2=[S:38])=[CH:17][CH:16]=3)[C:34](=[S:36])[CH2:35]1)[CH3:3], predict the reactants needed to synthesize it. (3) Given the product [CH2:31]([O:30][C:28](=[O:29])[CH2:27][N:3]1[CH2:4][C:5]2([CH2:9][CH2:8][CH2:7][N:6]2[C:10]([O:12][CH2:13][C:14]2[CH:19]=[CH:18][CH:17]=[CH:16][CH:15]=2)=[O:11])[C:2]1=[O:1])[CH3:32], predict the reactants needed to synthesize it. The reactants are: [O:1]=[C:2]1[C:5]2([CH2:9][CH2:8][CH2:7][N:6]2[C:10]([O:12][CH2:13][C:14]2[CH:19]=[CH:18][CH:17]=[CH:16][CH:15]=2)=[O:11])[CH2:4][NH:3]1.C([O-])([O-])=O.[Cs+].[Cs+].Br[CH2:27][C:28]([O:30][CH2:31][CH3:32])=[O:29]. (4) Given the product [CH3:10][C:9]1[O:8][N:7]=[C:6]([C:11]2[CH:16]=[CH:15][CH:14]=[CH:13][CH:12]=2)[C:5]=1[C:3]1[N:17]=[C:18]2[C:23]([OH:24])=[CH:22][CH:21]=[CH:20][N:19]2[CH:2]=1, predict the reactants needed to synthesize it. The reactants are: Br[CH2:2][C:3]([C:5]1[C:6]([C:11]2[CH:16]=[CH:15][CH:14]=[CH:13][CH:12]=2)=[N:7][O:8][C:9]=1[CH3:10])=O.[NH2:17][C:18]1[C:23]([OH:24])=[CH:22][CH:21]=[CH:20][N:19]=1. (5) Given the product [CH2:8]([O:15][CH2:16][CH3:38])[CH3:5].[CH3:2][CH2:3][CH2:4][CH:5]([CH3:8])[CH3:6], predict the reactants needed to synthesize it. The reactants are: F[C:2]1C=[CH:6][C:5]([CH:8]([O:15][C:16]2C=CC(CCC3C=CC(F)=CC=3)=C([CH:38]=2)C(N[C@@H](CCS(C)(=O)=O)C(OC(C)(C)C)=O)=O)CN2C=CN=C2)=[CH:4][CH:3]=1.